This data is from Catalyst prediction with 721,799 reactions and 888 catalyst types from USPTO. The task is: Predict which catalyst facilitates the given reaction. Reactant: [N:1]([CH2:4][C:5]1[CH:10]=[C:9]([N+:11]([O-:13])=[O:12])[CH:8]=[CH:7][C:6]=1[Br:14])=[N+]=[N-].C1COCC1.C1(P(C2C=CC=CC=2)C2C=CC=CC=2)C=CC=CC=1. Product: [Br:14][C:6]1[CH:7]=[CH:8][C:9]([N+:11]([O-:13])=[O:12])=[CH:10][C:5]=1[CH2:4][NH2:1]. The catalyst class is: 6.